This data is from Reaction yield outcomes from USPTO patents with 853,638 reactions. The task is: Predict the reaction yield, written as a fraction of the theoretical maximum amount of product (1.0 means a 100% yield; for example, 0.34 means a 34% yield). (1) The reactants are [OH:1][CH2:2][CH:3]1[N:8]([S:9]([C:12]2[CH:17]=[CH:16][CH:15]=[CH:14][CH:13]=2)(=[O:11])=[O:10])[CH2:7][CH2:6][N:5]([C:18]([O:20][C:21]([CH3:24])([CH3:23])[CH3:22])=[O:19])[CH2:4]1.CC(OI1(OC(C)=O)(OC(C)=O)OC(=O)C2C=CC=CC1=2)=O. The catalyst is C(Cl)Cl. The product is [CH:2]([CH:3]1[N:8]([S:9]([C:12]2[CH:17]=[CH:16][CH:15]=[CH:14][CH:13]=2)(=[O:11])=[O:10])[CH2:7][CH2:6][N:5]([C:18]([O:20][C:21]([CH3:24])([CH3:23])[CH3:22])=[O:19])[CH2:4]1)=[O:1]. The yield is 0.860. (2) The reactants are [C:1]([O:5][C:6]([N:8]1[CH2:13][CH2:12][CH:11]([CH2:14][O:15][C:16]2[CH:21]=[CH:20][CH:19]=[CH:18][C:17]=2[NH2:22])[CH2:10][CH2:9]1)=[O:7])([CH3:4])([CH3:3])[CH3:2].[CH3:23][N:24]=[C:25]=[O:26].O.N.C(OCC)(=O)C. The catalyst is O1CCCC1. The product is [C:1]([O:5][C:6]([N:8]1[CH2:9][CH2:10][CH:11]([CH2:14][O:15][C:16]2[CH:21]=[CH:20][CH:19]=[CH:18][C:17]=2[NH:22][C:25]([NH:24][CH3:23])=[O:26])[CH2:12][CH2:13]1)=[O:7])([CH3:4])([CH3:2])[CH3:3]. The yield is 0.990. (3) The yield is 0.480. The catalyst is CO.[Pd]. The reactants are [F:1][C:2]1[CH:7]=[CH:6][CH:5]=[CH:4][C:3]=1[NH:8][C:9](=[O:43])[NH:10][C:11]1[CH:16]=[CH:15][C:14]([CH2:17][C:18]([N:20]2[CH2:24][CH2:23][CH2:22][CH:21]2[CH2:25][N:26]([C:28]2[CH:37]=[CH:36][C:31]([C:32]([O:34][CH3:35])=[O:33])=[CH:30][C:29]=2[N+:38]([O-])=O)[CH3:27])=[O:19])=[CH:13][C:12]=1[O:41][CH3:42]. The product is [NH2:38][C:29]1[CH:30]=[C:31]([CH:36]=[CH:37][C:28]=1[N:26]([CH2:25][CH:21]1[CH2:22][CH2:23][CH2:24][N:20]1[C:18](=[O:19])[CH2:17][C:14]1[CH:15]=[CH:16][C:11]([NH:10][C:9]([NH:8][C:3]2[CH:4]=[CH:5][CH:6]=[CH:7][C:2]=2[F:1])=[O:43])=[C:12]([O:41][CH3:42])[CH:13]=1)[CH3:27])[C:32]([O:34][CH3:35])=[O:33]. (4) The reactants are [CH2:1]([O:3][C:4](=[O:29])[CH2:5][O:6][C:7]1[CH:12]=[CH:11][C:10]([O:13]CC=C)=[CH:9][C:8]=1[C:17](=[O:28])[NH:18][CH2:19][C:20]1[CH:25]=[CH:24][C:23]([Br:26])=[CH:22][C:21]=1[F:27])[CH3:2].O1CCOCC1.N1CCCC1. The catalyst is C(OCC)(=O)C. The product is [CH2:1]([O:3][C:4](=[O:29])[CH2:5][O:6][C:7]1[CH:12]=[CH:11][C:10]([OH:13])=[CH:9][C:8]=1[C:17](=[O:28])[NH:18][CH2:19][C:20]1[CH:25]=[CH:24][C:23]([Br:26])=[CH:22][C:21]=1[F:27])[CH3:2]. The yield is 0.760.